From a dataset of Reaction yield outcomes from USPTO patents with 853,638 reactions. Predict the reaction yield, written as a fraction of the theoretical maximum amount of product (1.0 means a 100% yield; for example, 0.34 means a 34% yield). (1) The reactants are [CH2:1]([N:4]([C:14](OC(C)(C)C)=O)[C:5]1[CH:6]=[C:7]([CH:11]=[CH:12][CH:13]=1)[C:8]([OH:10])=[O:9])[CH:2]=[CH2:3].CN(C=O)C.C(=O)([O-])[O-].[Cs+].[Cs+].CI.O1CCO[CH2:36][CH2:35]1. The catalyst is Cl.CCOC(C)=O. The product is [CH2:35]([O:10][C:8](=[O:9])[C:7]1[CH:11]=[CH:12][CH:13]=[C:5]([N:4]([CH2:1][CH:2]=[CH2:3])[CH3:14])[CH:6]=1)[CH3:36]. The yield is 0.390. (2) The reactants are [CH2:1]([C:5]1[N:6]=[C:7]([CH3:27])[NH:8][C:9](=[O:26])[C:10]=1[CH2:11][C:12]1[CH:17]=[CH:16][C:15]([C:18]2[C:19]([C:24]#[N:25])=[CH:20][CH:21]=[CH:22][CH:23]=2)=[CH:14][CH:13]=1)[CH2:2][CH2:3][CH3:4].C(=O)([O-])[O-].[K+].[K+].Br.Br[CH2:36][C:37]1[CH:42]=[CH:41][CH:40]=[CH:39][N:38]=1.CN(C)C=O. The catalyst is C(OCC)(=O)C. The product is [CH2:1]([C:5]1[N:6]=[C:7]([CH3:27])[N:8]([CH2:36][C:37]2[CH:42]=[CH:41][CH:40]=[CH:39][N:38]=2)[C:9](=[O:26])[C:10]=1[CH2:11][C:12]1[CH:17]=[CH:16][C:15]([C:18]2[C:19]([C:24]#[N:25])=[CH:20][CH:21]=[CH:22][CH:23]=2)=[CH:14][CH:13]=1)[CH2:2][CH2:3][CH3:4]. The yield is 0.690. (3) The reactants are [Br:1][C:2]1[C:3]2[O:10][C:9]([C:11]([O:13]CC)=[O:12])=[C:8](O)[C:4]=2[CH:5]=[N:6][CH:7]=1.P(Br)(Br)([Br:19])=O.[OH-].[Na+].Cl. The product is [Br:19][C:8]1[C:4]2[CH:5]=[N:6][CH:7]=[C:2]([Br:1])[C:3]=2[O:10][C:9]=1[C:11]([OH:13])=[O:12]. No catalyst specified. The yield is 0.900. (4) The reactants are C(N(C(C)C)C(C)C)C.[O:10]=[C:11]1[CH2:19][C:18]2[C:13](=[CH:14][CH:15]=[C:16]([C:20]([OH:22])=O)[CH:17]=2)[NH:12]1.F[B-](F)(F)F.[N:28]1(OC(N(C)C)=[N+](C)C)[C:32]2[CH:33]=[CH:34][CH:35]=[CH:36][C:31]=2[N:30]=N1.O.ON1C2C=CC=CC=2N=N1.NCC1C=CC=CN=1.C([O-])(O)=O.[Na+]. The catalyst is CN(C)C=O.C(#N)C. The product is [O:10]=[C:11]1[CH2:19][C:18]2[C:13](=[CH:14][CH:15]=[C:16]([C:20]([NH:30][CH2:31][C:36]3[CH:35]=[CH:34][CH:33]=[CH:32][N:28]=3)=[O:22])[CH:17]=2)[NH:12]1. The yield is 0.680. (5) The reactants are [NH2:1][C:2]1[CH:7]=[CH:6][C:5]([C:8]2[N:9]([CH:20]3[CH2:23][CH2:22][CH2:21]3)[C:10]3[C:15]([C:16]=2[C:17]#[N:18])=[CH:14][CH:13]=[C:12]([OH:19])[CH:11]=3)=[CH:4][C:3]=1[Cl:24].Cl[C:26]1[N:31]=[CH:30][CH:29]=[CH:28][N:27]=1.C(=O)([O-])[O-].[Cs+].[Cs+]. The catalyst is CN(C=O)C. The product is [NH2:1][C:2]1[CH:7]=[CH:6][C:5]([C:8]2[N:9]([CH:20]3[CH2:23][CH2:22][CH2:21]3)[C:10]3[C:15]([C:16]=2[C:17]#[N:18])=[CH:14][CH:13]=[C:12]([O:19][C:26]2[N:31]=[CH:30][CH:29]=[CH:28][N:27]=2)[CH:11]=3)=[CH:4][C:3]=1[Cl:24]. The yield is 0.910. (6) The reactants are [NH2:1][C:2]1[CH:3]=[C:4]([CH:21]=[CH:22][CH:23]=1)[O:5][C:6]1[CH:7]=[CH:8][C:9]2[N:10]([CH:12]=[C:13]([NH:15][C:16]([CH:18]3[CH2:20][CH2:19]3)=[O:17])[N:14]=2)[N:11]=1.[F:24][C:25]([F:36])([F:35])[C:26]1[CH:27]=[C:28]([N:32]=[C:33]=[O:34])[CH:29]=[CH:30][CH:31]=1.C1(C)C=CC=CC=1. The catalyst is O1CCCC1. The product is [F:24][C:25]([F:35])([F:36])[C:26]1[CH:27]=[C:28]([NH:32][C:33]([NH:1][C:2]2[CH:3]=[C:4]([CH:21]=[CH:22][CH:23]=2)[O:5][C:6]2[CH:7]=[CH:8][C:9]3[N:10]([CH:12]=[C:13]([NH:15][C:16]([CH:18]4[CH2:20][CH2:19]4)=[O:17])[N:14]=3)[N:11]=2)=[O:34])[CH:29]=[CH:30][CH:31]=1. The yield is 0.560.